Dataset: Reaction yield outcomes from USPTO patents with 853,638 reactions. Task: Predict the reaction yield, written as a fraction of the theoretical maximum amount of product (1.0 means a 100% yield; for example, 0.34 means a 34% yield). The reactants are [CH3:1][O:2][CH:3]1[CH2:7][CH2:6][N:5]([C:8]([C:10]2[S:18][C:17]3[C:12](=[N:13][CH:14]=[CH:15][C:16]=3[O:19][C:20]3[CH:32]=[CH:31][C:23]4[C:24]([C:28]([OH:30])=O)=[C:25]([CH3:27])[O:26][C:22]=4[CH:21]=3)[CH:11]=2)=[O:9])[CH2:4]1.C(Cl)(=O)C(Cl)=O.[CH:39]1([NH2:42])[CH2:41][CH2:40]1. No catalyst specified. The product is [CH:39]1([NH:42][C:28]([C:24]2[C:23]3[CH:31]=[CH:32][C:20]([O:19][C:16]4[CH:15]=[CH:14][N:13]=[C:12]5[CH:11]=[C:10]([C:8]([N:5]6[CH2:6][CH2:7][CH:3]([O:2][CH3:1])[CH2:4]6)=[O:9])[S:18][C:17]=45)=[CH:21][C:22]=3[O:26][C:25]=2[CH3:27])=[O:30])[CH2:41][CH2:40]1. The yield is 0.330.